The task is: Predict the reactants needed to synthesize the given product.. This data is from Full USPTO retrosynthesis dataset with 1.9M reactions from patents (1976-2016). (1) The reactants are: Cl[C:2]1[N:3]=[C:4]([N:14]2[CH2:19][CH2:18][O:17][CH2:16][CH2:15]2)[C:5]2[CH2:10][N:9]([C:11](=[O:13])[CH3:12])[CH2:8][C:6]=2[N:7]=1.[CH2:20]([NH:22][C:23]([NH:25][C:26]1[CH:31]=[CH:30][C:29](B2OC(C)(C)C(C)(C)O2)=[C:28]([F:41])[CH:27]=1)=[O:24])[CH3:21]. Given the product [C:11]([N:9]1[CH2:10][C:5]2[C:4]([N:14]3[CH2:19][CH2:18][O:17][CH2:16][CH2:15]3)=[N:3][C:2]([C:29]3[CH:30]=[CH:31][C:26]([NH:25][C:23]([NH:22][CH2:20][CH3:21])=[O:24])=[CH:27][C:28]=3[F:41])=[N:7][C:6]=2[CH2:8]1)(=[O:13])[CH3:12], predict the reactants needed to synthesize it. (2) Given the product [CH2:23]([C:9]1([C:13]([C:14]2[CH:19]=[CH:18][C:17]([Cl:20])=[C:16]([Cl:21])[CH:15]=2)=[O:22])[CH2:10][CH2:11][CH2:12][NH:8]1)[CH2:24][CH2:25][CH3:26], predict the reactants needed to synthesize it. The reactants are: C(OC([N:8]1[CH2:12][CH2:11][CH2:10][C:9]1([CH2:23][CH2:24][CH2:25][CH3:26])[C:13](=[O:22])[C:14]1[CH:19]=[CH:18][C:17]([Cl:20])=[C:16]([Cl:21])[CH:15]=1)=O)(C)(C)C. (3) The reactants are: [NH2:1][CH:2]1[CH2:7][CH2:6][N:5]([C:8]([O:10][C:11]([CH3:14])([CH3:13])[CH3:12])=[O:9])[CH2:4][CH2:3]1.[CH2:15](N(CC)CC)C.[Si:22]([O:39][CH2:40][C@@H:41]([C:43]([O:45]C)=[O:44])[NH2:42])([C:35]([CH3:38])([CH3:37])[CH3:36])([C:29]1[CH:34]=[CH:33][CH:32]=[CH:31][CH:30]=1)[C:23]1[CH:28]=[CH:27][CH:26]=[CH:25][CH:24]=1.[O:47]1CCC[CH2:48]1. Given the product [CH3:15][N:42]([C:48]([NH:1][CH:2]1[CH2:3][CH2:4][N:5]([C:8]([O:10][C:11]([CH3:14])([CH3:13])[CH3:12])=[O:9])[CH2:6][CH2:7]1)=[O:47])[C@H:41]([C:43]([OH:45])=[O:44])[CH2:40][O:39][Si:22]([C:35]([CH3:38])([CH3:36])[CH3:37])([C:23]1[CH:28]=[CH:27][CH:26]=[CH:25][CH:24]=1)[C:29]1[CH:34]=[CH:33][CH:32]=[CH:31][CH:30]=1, predict the reactants needed to synthesize it. (4) Given the product [CH2:19]([O:18][C:16](=[O:17])[C:15]([C:5]1[S:6][C:2]([Br:1])=[C:3]([Br:9])[C:4]=1[Br:8])=[O:21])[CH3:20], predict the reactants needed to synthesize it. The reactants are: [Br:1][C:2]1[S:6][C:5](Br)=[C:4]([Br:8])[C:3]=1[Br:9].C([Li])CCC.[C:15](OCC)(=[O:21])[C:16]([O:18][CH2:19][CH3:20])=[O:17]. (5) Given the product [CH3:1][C:2]1[CH:3]=[CH:4][C:5]([N:9]2[N:32]=[C:31]([CH3:33])/[C:12](=[N:13]/[NH:14][C:15]3[CH:16]=[CH:17][CH:18]=[C:19]([C:22]4[CH:23]=[CH:24][CH:25]=[C:26]([C:28]([OH:30])=[O:29])[CH:27]=4)[C:20]=3[OH:21])/[C:10]2=[O:11])=[CH:6][C:7]=1[CH3:8].[CH2:35]([CH2:37][NH2:38])[OH:36], predict the reactants needed to synthesize it. The reactants are: [CH3:1][C:2]1[CH:3]=[CH:4][C:5]([N:9]2[N:32]=[C:31]([CH3:33])/[C:12](=[N:13]/[NH:14][C:15]3[CH:16]=[CH:17][CH:18]=[C:19]([C:22]4[CH:23]=[CH:24][CH:25]=[C:26]([C:28]([OH:30])=[O:29])[CH:27]=4)[C:20]=3[OH:21])/[C:10]2=[O:11])=[CH:6][C:7]=1[CH3:8].O.[CH2:35]([CH2:37][NH2:38])[OH:36].